Dataset: Forward reaction prediction with 1.9M reactions from USPTO patents (1976-2016). Task: Predict the product of the given reaction. (1) Given the reactants [CH2:1]([C:8]1[CH:24]=[CH:23][C:11]2[S:12][C:13]([C:16]3[CH:21]=[CH:20][N:19]=[C:18]([NH2:22])[N:17]=3)=[C:14]([CH3:15])[C:10]=2[CH:9]=1)[C:2]1[CH:7]=[CH:6][CH:5]=[CH:4][CH:3]=1.[Br-].[CH3:26][O:27]C1C=CC=CC=1C[Zn+].[Br-].C([Zn+])C1C=CC=CC=1, predict the reaction product. The product is: [CH3:26][O:27][C:7]1[CH:6]=[CH:5][CH:4]=[CH:3][C:2]=1[CH2:1][C:8]1[CH:24]=[CH:23][C:11]2[S:12][C:13]([C:16]3[CH:21]=[CH:20][N:19]=[C:18]([NH2:22])[N:17]=3)=[C:14]([CH3:15])[C:10]=2[CH:9]=1. (2) Given the reactants [O:1]1[C:5]2[CH:6]=[CH:7][C:8]([C:10]3[S:11][CH:12]=[C:13]([C:15]([OH:17])=O)[N:14]=3)=[CH:9][C:4]=2[CH2:3][CH2:2]1.[NH:18]1[CH:22]=[N:21][C:20]([NH2:23])=[N:19]1.CN(C(ON1N=NC2C=CC=CC1=2)=[N+](C)C)C.F[P-](F)(F)(F)(F)F.CCN(C(C)C)C(C)C, predict the reaction product. The product is: [O:1]1[C:5]2[CH:6]=[CH:7][C:8]([C:10]3[S:11][CH:12]=[C:13]([C:15]([NH:23][C:20]4[N:21]=[CH:22][NH:18][N:19]=4)=[O:17])[N:14]=3)=[CH:9][C:4]=2[CH2:3][CH2:2]1. (3) Given the reactants [F:1][C:2]1[CH:3]=[C:4]([NH:12][C:13](=[O:15])[CH3:14])[CH:5]=[CH:6][C:7]=1[C:8]([F:11])([F:10])[F:9].S(=O)(=O)(O)O.[N+:21]([O-])([O-:23])=[O:22].[K+], predict the reaction product. The product is: [F:1][C:2]1[C:7]([C:8]([F:11])([F:10])[F:9])=[CH:6][C:5]([N+:21]([O-:23])=[O:22])=[C:4]([NH:12][C:13](=[O:15])[CH3:14])[CH:3]=1. (4) Given the reactants [CH:1]1[C:6]2[CH2:7][C@H:8]3[N:13]([CH2:14][CH:15]4[CH2:18][CH2:17][CH2:16]4)[CH2:12][CH2:11][C@:10]45[C@H:19]([C@@H:21]([OH:24])[CH2:22][CH2:23][C@@:9]34[OH:25])[O:20][C:4]([C:5]=25)=[C:3]([OH:26])[CH:2]=1.C(O)C.[ClH:30], predict the reaction product. The product is: [CH:1]1[C:6]2[CH2:7][C@H:8]3[N:13]([CH2:14][CH:15]4[CH2:18][CH2:17][CH2:16]4)[CH2:12][CH2:11][C@:10]45[C@H:19]([C@@H:21]([OH:24])[CH2:22][CH2:23][C@@:9]34[OH:25])[O:20][C:4]([C:5]=25)=[C:3]([OH:26])[CH:2]=1.[ClH:30].